This data is from Full USPTO retrosynthesis dataset with 1.9M reactions from patents (1976-2016). The task is: Predict the reactants needed to synthesize the given product. Given the product [CH3:6][CH:5]([CH3:7])[C@H:4]([NH:8][S:9]([C:12]1[CH:13]=[CH:14][C:15]([C:18]2[CH:19]=[CH:20][C:21]([NH:24][C:25]([C:27]3[O:28][C:29]4[CH:36]=[CH:35][CH:34]=[C:33]([C:37]5[CH:38]=[CH:39][CH:40]=[CH:41][CH:42]=5)[C:30]=4[C:31]=3[CH3:32])=[O:26])=[CH:22][CH:23]=2)=[CH:16][CH:17]=1)(=[O:11])=[O:10])[C:3]([OH:43])=[O:2], predict the reactants needed to synthesize it. The reactants are: C[O:2][C:3](=[O:43])[C@@H:4]([NH:8][S:9]([C:12]1[CH:17]=[CH:16][C:15]([C:18]2[CH:23]=[CH:22][C:21]([NH:24][C:25]([C:27]3[O:28][C:29]4[CH:36]=[CH:35][CH:34]=[C:33]([C:37]5[CH:42]=[CH:41][CH:40]=[CH:39][CH:38]=5)[C:30]=4[C:31]=3[CH3:32])=[O:26])=[CH:20][CH:19]=2)=[CH:14][CH:13]=1)(=[O:11])=[O:10])[CH:5]([CH3:7])[CH3:6].[Li+].[OH-].